Task: Predict the reactants needed to synthesize the given product.. Dataset: Full USPTO retrosynthesis dataset with 1.9M reactions from patents (1976-2016) (1) Given the product [OH:27][C:23]1[N:22]=[C:21]([C:17]2[CH:16]=[C:15]([CH:20]=[CH:19][CH:18]=2)[CH2:14][CH:13]([CH2:12][C:11]2[CH:44]=[CH:45][CH:46]=[C:9]([C:7]3[CH:6]=[CH:5][CH:4]=[C:3]([OH:2])[N:8]=3)[CH:10]=2)[CH2:29][C:30]2[CH:35]=[CH:34][CH:33]=[C:32]([C:36]3[CH:41]=[CH:40][CH:39]=[C:38]([OH:42])[N:37]=3)[CH:31]=2)[CH:26]=[CH:25][CH:24]=1, predict the reactants needed to synthesize it. The reactants are: C[O:2][C:3]1[N:8]=[C:7]([C:9]2[CH:10]=[C:11]([CH:44]=[CH:45][CH:46]=2)[CH2:12][CH:13]([CH2:29][C:30]2[CH:35]=[CH:34][CH:33]=[C:32]([C:36]3[CH:41]=[CH:40][CH:39]=[C:38]([O:42]C)[N:37]=3)[CH:31]=2)[CH2:14][C:15]2[CH:20]=[CH:19][CH:18]=[C:17]([C:21]3[CH:26]=[CH:25][CH:24]=[C:23]([O:27]C)[N:22]=3)[CH:16]=2)[CH:6]=[CH:5][CH:4]=1.Cl.[NH+]1C=CC=CC=1.[OH-].[K+]. (2) Given the product [C:43]([O:42][C@@H:37]([C:12]1[C:13]([CH3:36])=[CH:14][C:15]2=[N:19][C:18]3=[CH:17][N:16]2[C:11]=1[N:8]1[CH2:9][CH2:10][C:5]([CH3:47])([CH2:1][CH2:2][CH2:34][CH2:33][CH2:32][CH2:31][O:30][C:24]2[CH:25]=[CH:26][C:27]([F:29])=[CH:28][C:23]=2[CH2:22][NH:21][C:20]3=[O:35])[CH2:6][CH2:7]1)[C:38]([OH:40])=[O:39])([CH3:45])([CH3:46])[CH3:44], predict the reactants needed to synthesize it. The reactants are: [CH2:1]([C:5]1([CH3:47])[CH2:10][CH2:9][N:8]([C:11]2[N:16]3[CH:17]=[C:18]([C:20](=[O:35])[NH:21][CH2:22][C:23]4[CH:28]=[C:27]([F:29])[CH:26]=[CH:25][C:24]=4[O:30][CH2:31][CH2:32][CH:33]=[CH2:34])[N:19]=[C:15]3[CH:14]=[C:13]([CH3:36])[C:12]=2[C@H:37]([O:42][C:43]([CH3:46])([CH3:45])[CH3:44])[C:38]([O:40]C)=[O:39])[CH2:7][CH2:6]1)[CH2:2]C=C.C(O[C@@H](C1C(C)=CC2=NC3=CN2C=1N1CCC(C)(CCCCCOC2C=CC=CC=2CNC3=O)CC1)C(O)=O)(C)(C)C. (3) Given the product [CH2:1]([O:3][C:4](=[O:22])[CH:5]=[CH:6][C:7]1[CH:12]=[CH:11][CH:10]=[C:9]([NH:13][C:14]([C:16]2[O:17][C:18]([C:28]3[CH:27]=[CH:26][C:25]([C:33]4[CH:34]=[CH:35][CH:36]=[CH:37][CH:38]=4)=[C:24]([F:23])[CH:29]=3)=[CH:19][CH:20]=2)=[O:15])[CH:8]=1)[CH3:2], predict the reactants needed to synthesize it. The reactants are: [CH2:1]([O:3][C:4](=[O:22])[CH:5]=[CH:6][C:7]1[CH:12]=[CH:11][CH:10]=[C:9]([NH:13][C:14]([C:16]2[O:17][C:18](Br)=[CH:19][CH:20]=2)=[O:15])[CH:8]=1)[CH3:2].[F:23][C:24]1[CH:29]=[C:28](B(O)O)[CH:27]=[CH:26][C:25]=1[C:33]1[CH:38]=[CH:37][CH:36]=[CH:35][CH:34]=1.